This data is from Reaction yield outcomes from USPTO patents with 853,638 reactions. The task is: Predict the reaction yield, written as a fraction of the theoretical maximum amount of product (1.0 means a 100% yield; for example, 0.34 means a 34% yield). (1) The reactants are [NH2:1][C:2]1[CH:7]=[CH:6][C:5]([CH:8]2[CH2:13][C:12](=[O:14])[NH:11][C:10](=[O:15])[CH2:9]2)=[CH:4][CH:3]=1.C1C(=O)N([Br:23])C(=O)C1. The catalyst is C(Cl)Cl. The product is [NH2:1][C:2]1[CH:3]=[CH:4][C:5]([CH:8]2[CH2:9][C:10](=[O:15])[NH:11][C:12](=[O:14])[CH2:13]2)=[CH:6][C:7]=1[Br:23]. The yield is 0.940. (2) The reactants are [F:1][C:2]1[CH:7]=[CH:6][C:5]([C:8]2([CH:14]=O)[CH2:13][CH2:12][CH2:11][CH2:10][CH2:9]2)=[CH:4][CH:3]=1.[Br-].[C:17]([CH2:20][CH2:21][P+](C1C=CC=CC=1)(C1C=CC=CC=1)C1C=CC=CC=1)([OH:19])=[O:18].C[Si]([N-][Si](C)(C)C)(C)C.[Li+].Cl. The catalyst is C1COCC1. The product is [F:1][C:2]1[CH:3]=[CH:4][C:5]([C:8]2(/[CH:14]=[CH:21]/[CH2:20][C:17]([OH:19])=[O:18])[CH2:9][CH2:10][CH2:11][CH2:12][CH2:13]2)=[CH:6][CH:7]=1. The yield is 0.185. (3) The reactants are S(=O)(=O)(O)O.[NH2:6][C:7]1[N:15]=[C:14]([Cl:16])[CH:13]=[CH:12][C:8]=1[C:9]([OH:11])=[O:10].C(=O)([O-])O.[Na+].[CH2:22](O)[CH3:23]. No catalyst specified. The product is [CH2:22]([O:10][C:9](=[O:11])[C:8]1[CH:12]=[CH:13][C:14]([Cl:16])=[N:15][C:7]=1[NH2:6])[CH3:23]. The yield is 0.740. (4) The reactants are O[CH:2]1[C:10]2[C:5](=[C:6]([C:11]3[S:15][C:14]([C:16]4[CH:17]=[CH:18][C:19]([O:24][CH:25]([CH3:27])[CH3:26])=[C:20]([CH:23]=4)[C:21]#[N:22])=[N:13][CH:12]=3)[CH:7]=[CH:8][CH:9]=2)[CH2:4][CH2:3]1.S(Cl)(Cl)=O.C([N:35]([CH:38]([CH3:40])C)[CH2:36]C)(C)C.C(CN)[OH:42]. The catalyst is C(Cl)Cl. The product is [OH:42][CH:40]1[CH2:36][N:35]([CH:2]2[C:10]3[C:5](=[C:6]([C:11]4[S:15][C:14]([C:16]5[CH:17]=[CH:18][C:19]([O:24][CH:25]([CH3:27])[CH3:26])=[C:20]([CH:23]=5)[C:21]#[N:22])=[N:13][CH:12]=4)[CH:7]=[CH:8][CH:9]=3)[CH2:4][CH2:3]2)[CH2:38]1. The yield is 0.460. (5) The reactants are [NH2:1][C:2]1[C:3]([F:21])=[C:4]([C:9]([C:11]2[C:19]3[C:14](=[N:15][CH:16]=[C:17]([Br:20])[CH:18]=3)[NH:13][CH:12]=2)=[O:10])[C:5]([F:8])=[CH:6][CH:7]=1.ClCCl.N1C=CC=CC=1.[CH2:31]([S:34](Cl)(=[O:36])=[O:35])[CH2:32][CH3:33]. The catalyst is O. The product is [Br:20][C:17]1[CH:18]=[C:19]2[C:11]([C:9]([C:4]3[C:3]([F:21])=[C:2]([NH:1][S:34]([CH2:31][CH2:32][CH3:33])(=[O:36])=[O:35])[CH:7]=[CH:6][C:5]=3[F:8])=[O:10])=[CH:12][NH:13][C:14]2=[N:15][CH:16]=1. The yield is 0.500. (6) The reactants are Br[C:2]1[C:11]2[C:6](=[CH:7][CH:8]=[CH:9][CH:10]=2)[N:5]=[CH:4][CH:3]=1.[C:12]([C:14]1[CH:19]=[CH:18][CH:17]=[CH:16][CH:15]=1)#[CH:13].C(N(CC)CC)C. The catalyst is O1CCOCC1.[Cu](I)I. The product is [C:14]1([C:12]#[C:13][C:2]2[C:11]3[C:6](=[CH:7][CH:8]=[CH:9][CH:10]=3)[N:5]=[CH:4][CH:3]=2)[CH:19]=[CH:18][CH:17]=[CH:16][CH:15]=1. The yield is 0.560. (7) The reactants are [NH2:1][C@@H:2]1[CH2:7][CH2:6][CH2:5][CH2:4][C@H:3]1[C:8]([OH:10])=[O:9].[C:11]1([CH3:21])[CH:16]=[CH:15][C:14]([S:17](Cl)(=[O:19])=[O:18])=[CH:13][CH:12]=1.[OH-].[Na+].Cl. The catalyst is O.C(O)C. The product is [CH3:21][C:11]1[CH:16]=[CH:15][C:14]([S:17]([NH:1][C@@H:2]2[CH2:7][CH2:6][CH2:5][CH2:4][C@H:3]2[C:8]([OH:10])=[O:9])(=[O:19])=[O:18])=[CH:13][CH:12]=1. The yield is 0.270.